This data is from Full USPTO retrosynthesis dataset with 1.9M reactions from patents (1976-2016). The task is: Predict the reactants needed to synthesize the given product. (1) The reactants are: F[P-](F)(F)(F)(F)F.C[N+](C)=C(N(C)C)ON1C2N=CC=CC=2N=N1.[NH2:25][C:26]1[N:35]=[C:34]([N:36]2[CH2:41][CH2:40][N:39]([CH3:42])[CH2:38][CH2:37]2)[C:33]2[C:28](=[CH:29][C:30]([C:43](O)=[O:44])=[CH:31][CH:32]=2)[N:27]=1.C(N(CC)C(C)C)(C)C.[NH2:55][C@@H:56]([CH2:61][C:62]1[CH:67]=[CH:66][C:65]([C:68]2[CH:73]=[CH:72][CH:71]=[CH:70][CH:69]=2)=[CH:64][CH:63]=1)[C:57]([O:59][CH3:60])=[O:58]. Given the product [NH2:25][C:26]1[N:35]=[C:34]([N:36]2[CH2:37][CH2:38][N:39]([CH3:42])[CH2:40][CH2:41]2)[C:33]2[C:28](=[CH:29][C:30]([C:43]([NH:55][C@@H:56]([CH2:61][C:62]3[CH:67]=[CH:66][C:65]([C:68]4[CH:73]=[CH:72][CH:71]=[CH:70][CH:69]=4)=[CH:64][CH:63]=3)[C:57]([O:59][CH3:60])=[O:58])=[O:44])=[CH:31][CH:32]=2)[N:27]=1, predict the reactants needed to synthesize it. (2) The reactants are: [OH:1][C@H:2]([CH3:36])[C@H:3]([NH:5][C:6]([C:8]1[NH:9][C:10]([C:13]2[CH:18]=[C:17]([O:19][Si:20]([CH:27]([CH3:29])[CH3:28])([CH:24]([CH3:26])[CH3:25])[CH:21]([CH3:23])[CH3:22])[CH:16]=[C:15]([O:30][C@@H:31]([CH3:35])[CH2:32][O:33][CH3:34])[CH:14]=2)=[CH:11][CH:12]=1)=O)[CH3:4].CS(O)(=O)=O.C(N(CC)CC)C.[Cl-].[NH4+]. Given the product [CH3:34][O:33][CH2:32][C@@H:31]([O:30][C:15]1[CH:14]=[C:13]([C:10]2[NH:9][C:8]([C:6]3[O:1][C@@H:2]([CH3:36])[C@@H:3]([CH3:4])[N:5]=3)=[CH:12][CH:11]=2)[CH:18]=[C:17]([O:19][Si:20]([CH:24]([CH3:26])[CH3:25])([CH:21]([CH3:23])[CH3:22])[CH:27]([CH3:29])[CH3:28])[CH:16]=1)[CH3:35], predict the reactants needed to synthesize it.